Predict the reactants needed to synthesize the given product. From a dataset of Full USPTO retrosynthesis dataset with 1.9M reactions from patents (1976-2016). (1) The reactants are: Br[C:2]1[C:3]([F:8])=[N:4][CH:5]=[CH:6][CH:7]=1.C([Mg]Cl)(C)C.[O:14]1[CH2:19][CH2:18][C:17](=[O:20])[CH2:16][CH2:15]1. Given the product [F:8][C:3]1[C:2]([C:17]2([OH:20])[CH2:18][CH2:19][O:14][CH2:15][CH2:16]2)=[CH:7][CH:6]=[CH:5][N:4]=1, predict the reactants needed to synthesize it. (2) Given the product [CH3:1][C@@H:2]([N:6]1[CH2:10][CH2:9][CH2:8][CH2:7]1)/[CH:3]=[CH:4]\[CH3:5].[CH3:1][C@@H:2]([N:6]1[CH2:10][CH2:9][CH2:8][CH2:7]1)[C:3]#[C:4][CH3:5], predict the reactants needed to synthesize it. The reactants are: [CH3:1][C@@H:2]([N:6]1[CH2:10][CH2:9][CH2:8][CH2:7]1)[C:3]#[C:4][CH3:5]. (3) The reactants are: [CH3:1][O:2][C:3]1[CH:8]=[CH:7][C:6]([N:9]2[C:14](=[O:15])[C:13]([C:16](O)=[O:17])=[N:12][C:11]3[CH:19]=[CH:20][CH:21]=[N:22][C:10]2=3)=[CH:5][CH:4]=1.C(Cl)(=O)C(Cl)=O.[C:29]1(=[O:36])[CH2:34][CH2:33][CH2:32][C:31](=[O:35])[CH2:30]1.C(N(CC)CC)C.CC(C)(O)C#N.[OH-].[Na+]. Given the product [OH:36][C:29]1[CH2:34][CH2:33][CH2:32][C:31](=[O:35])[C:30]=1[C:16]([C:13]1[C:14](=[O:15])[N:9]([C:6]2[CH:5]=[CH:4][C:3]([O:2][CH3:1])=[CH:8][CH:7]=2)[C:10]2[N:22]=[CH:21][CH:20]=[CH:19][C:11]=2[N:12]=1)=[O:17], predict the reactants needed to synthesize it. (4) Given the product [NH2:1][C:2]1[CH:9]=[CH:8][C:5]([C:6]#[N:7])=[C:4]([O:10][CH2:11][CH2:12][CH2:13][CH2:14][NH:15][C:26]2[C:27]3[CH2:33][N:32]([CH3:34])[CH2:31][CH:30]([C:35]4[CH:40]=[CH:39][C:38]([F:41])=[CH:37][CH:36]=4)[C:28]=3[N:29]=[C:24]([Cl:23])[N:25]=2)[CH:3]=1, predict the reactants needed to synthesize it. The reactants are: [NH2:1][C:2]1[CH:9]=[CH:8][C:5]([C:6]#[N:7])=[C:4]([O:10][CH2:11][CH2:12][CH2:13][CH2:14][NH2:15])[CH:3]=1.C(O)(C(F)(F)F)=O.[Cl:23][C:24]1[N:25]=[C:26](Cl)[C:27]2[CH2:33][N:32]([CH3:34])[CH2:31][CH:30]([C:35]3[CH:40]=[CH:39][C:38]([F:41])=[CH:37][CH:36]=3)[C:28]=2[N:29]=1.CCN(C(C)C)C(C)C. (5) Given the product [CH2:18]([O:17][C:15]([N:12]1[CH2:11][CH2:10][CH:9]([O:8][S:31]([C:25]2[CH:30]=[CH:29][CH:28]=[CH:27][CH:26]=2)(=[O:33])=[O:32])[CH2:14][CH2:13]1)=[O:16])[C:19]1[CH:24]=[CH:23][CH:22]=[CH:21][CH:20]=1, predict the reactants needed to synthesize it. The reactants are: C(N(CC)CC)C.[OH:8][CH:9]1[CH2:14][CH2:13][N:12]([C:15]([O:17][CH2:18][C:19]2[CH:24]=[CH:23][CH:22]=[CH:21][CH:20]=2)=[O:16])[CH2:11][CH2:10]1.[C:25]1([S:31](Cl)(=[O:33])=[O:32])[CH:30]=[CH:29][CH:28]=[CH:27][CH:26]=1. (6) Given the product [C:21]1([C:20]([C:28]2[CH:29]=[CH:30][CH:31]=[CH:32][CH:33]=2)=[C:12]2[C:11]3[CH:10]=[CH:9][CH:8]=[CH:7][C:6]=3[C:5]3[C:13]2=[CH:1][CH:2]=[CH:3][CH:4]=3)[CH:26]=[CH:25][CH:24]=[CH:23][CH:22]=1, predict the reactants needed to synthesize it. The reactants are: [CH:1]1[C:13]2[CH2:12][C:11]3[C:6](=[CH:7][CH:8]=[CH:9][CH:10]=3)[C:5]=2[CH:4]=[CH:3][CH:2]=1.CC(C)([O-])C.[K+].[C:20]([C:28]1[CH:33]=[CH:32][CH:31]=[CH:30][CH:29]=1)(=O)[C:21]1[CH:26]=[CH:25][CH:24]=[CH:23][CH:22]=1.[Cl-].[NH4+].